This data is from Peptide-MHC class I binding affinity with 185,985 pairs from IEDB/IMGT. The task is: Regression. Given a peptide amino acid sequence and an MHC pseudo amino acid sequence, predict their binding affinity value. This is MHC class I binding data. The peptide sequence is ITATIEGRK. The MHC is HLA-B15:01 with pseudo-sequence HLA-B15:01. The binding affinity (normalized) is 0.0200.